From a dataset of Reaction yield outcomes from USPTO patents with 853,638 reactions. Predict the reaction yield, written as a fraction of the theoretical maximum amount of product (1.0 means a 100% yield; for example, 0.34 means a 34% yield). (1) The reactants are [C:1]([C:5]1[CH:9]=[C:8]([NH:10][C:11](=[O:19])OC2C=CC=CC=2)[N:7]([C:20]2[CH:25]=[CH:24][CH:23]=[CH:22][CH:21]=2)[N:6]=1)([CH3:4])([CH3:3])[CH3:2].[CH3:26][O:27][C:28]1[CH:29]=[C:30]2[C:35](=[CH:36][C:37]=1[O:38][CH3:39])[N:34]=[CH:33][N:32]=[C:31]2[S:40][C:41]1[CH:42]=[C:43]([CH:45]=[CH:46][CH:47]=1)[NH2:44].C(N(C(C)C)CC)(C)C. The catalyst is CN(C1C=CN=CC=1)C. The product is [C:1]([C:5]1[CH:9]=[C:8]([NH:10][C:11]([NH:44][C:43]2[CH:45]=[CH:46][CH:47]=[C:41]([S:40][C:31]3[C:30]4[C:35](=[CH:36][C:37]([O:38][CH3:39])=[C:28]([O:27][CH3:26])[CH:29]=4)[N:34]=[CH:33][N:32]=3)[CH:42]=2)=[O:19])[N:7]([C:20]2[CH:25]=[CH:24][CH:23]=[CH:22][CH:21]=2)[N:6]=1)([CH3:2])([CH3:4])[CH3:3]. The yield is 0.500. (2) The reactants are Br[C:2]1[CH:10]=[CH:9][C:8]([C:11](=[O:13])[NH2:12])=[C:7]2[C:3]=1[CH:4]=[C:5]([C:14]1[CH2:19][CH2:18][N:17]([C:20]([O:22][C:23]([CH3:26])([CH3:25])[CH3:24])=[O:21])[CH2:16][CH:15]=1)[NH:6]2.[CH3:27][C:28]1[C:33](B2OC(C)(C)C(C)(C)O2)=[CH:32][CH:31]=[CH:30][C:29]=1[N:43]1[C:52](=[O:53])[C:51]2[C:46](=[CH:47][CH:48]=[CH:49][CH:50]=2)[N:45]=[CH:44]1.C([O-])([O-])=O.[Na+].[Na+]. The catalyst is C1COCC1.CO.O.CCOC(C)=O.C1C=CC(P(C2C=CC=CC=2)[C-]2C=CC=C2)=CC=1.C1C=CC(P(C2C=CC=CC=2)[C-]2C=CC=C2)=CC=1.Cl[Pd]Cl.[Fe+2]. The product is [C:11]([C:8]1[CH:9]=[CH:10][C:2]([C:33]2[CH:32]=[CH:31][CH:30]=[C:29]([N:43]3[C:52](=[O:53])[C:51]4[C:46](=[CH:47][CH:48]=[CH:49][CH:50]=4)[N:45]=[CH:44]3)[C:28]=2[CH3:27])=[C:3]2[C:7]=1[NH:6][C:5]([C:14]1[CH2:19][CH2:18][N:17]([C:20]([O:22][C:23]([CH3:24])([CH3:25])[CH3:26])=[O:21])[CH2:16][CH:15]=1)=[CH:4]2)(=[O:13])[NH2:12]. The yield is 0.510. (3) The yield is 0.570. The product is [CH:14]1([CH2:13][CH:12]([C:19]2[CH:24]=[CH:23][C:22]([S:25]([CH3:28])(=[O:27])=[O:26])=[CH:21][CH:20]=2)[C:11]([NH:10][C:7]2[CH:8]=[CH:9][C:4]([CH2:3][OH:2])=[CH:5][N:6]=2)=[O:29])[CH2:15][CH2:16][CH2:17][CH2:18]1. The reactants are C[O:2][C:3](=O)[C:4]1[CH:9]=[CH:8][C:7]([NH:10][C:11](=[O:29])[CH:12]([C:19]2[CH:24]=[CH:23][C:22]([S:25]([CH3:28])(=[O:27])=[O:26])=[CH:21][CH:20]=2)[CH2:13][CH:14]2[CH2:18][CH2:17][CH2:16][CH2:15]2)=[N:6][CH:5]=1.[H-].[Al+3].[Li+].[H-].[H-].[H-]. The catalyst is C(OCC)C. (4) The reactants are [NH2:1][C:2]1[C:6]2[CH:7]=[CH:8][CH:9]=[C:10]([N+:11]([O-:13])=[O:12])[C:5]=2[S:4][C:3]=1C(OC)=O.CN1CCNCC1. The catalyst is CN1CCCC1=O. The product is [N+:11]([C:10]1[C:5]2[S:4][CH:3]=[C:2]([NH2:1])[C:6]=2[CH:7]=[CH:8][CH:9]=1)([O-:13])=[O:12]. The yield is 0.890. (5) The reactants are [CH3:1][CH:2]([CH3:20])[C@@H:3]([N:7]1[C:16](=[O:17])[C:15]2=[CH:18][NH:19][C:13]3[C:14]2=[C:9]([CH:10]=[CH:11][N:12]=3)[CH2:8]1)[C:4]([OH:6])=O.C1C=CC2N(O)N=NC=2C=1.C(Cl)CCl.Cl.[NH:36]1[CH2:39][CH:38]([C:40]#[N:41])[CH2:37]1.CN1CCOCC1. The catalyst is CN(C=O)C. The product is [CH3:1][CH:2]([CH3:20])[C@@H:3]([N:7]1[C:16](=[O:17])[C:15]2=[CH:18][NH:19][C:13]3[C:14]2=[C:9]([CH:10]=[CH:11][N:12]=3)[CH2:8]1)[C:4]([N:36]1[CH2:39][CH:38]([C:40]#[N:41])[CH2:37]1)=[O:6]. The yield is 0.280. (6) The reactants are [O:1]=[C:2]1[N:15]([CH:16]2C[CH2:20][N:19](C(OC(C)(C)C)=O)[CH2:18][CH2:17]2)[CH2:14][C:6]2[C:7]3[CH:8]=[N:9][NH:10][C:11]=3[CH:12]=[CH:13][C:5]=2[CH2:4][C@H:3]1[NH:29][C:30]([N:32]1[CH2:37][CH2:36][CH:35]([N:38]2[CH2:47][C:46]3[C:41](=[CH:42][CH:43]=[CH:44][CH:45]=3)[NH:40][C:39]2=[O:48])[CH2:34][CH2:33]1)=[O:31].FC(F)(F)C(O)=O. The catalyst is ClCCl. The product is [O:48]=[C:39]1[N:38]([CH:35]2[CH2:36][CH2:37][N:32]([C:30]([NH:29][C@H:3]3[C:2](=[O:1])[N:15]([CH:16]4[CH2:17][CH2:18][NH:19][CH2:20]4)[CH2:14][C:6]4[C:7]5[CH:8]=[N:9][NH:10][C:11]=5[CH:12]=[CH:13][C:5]=4[CH2:4]3)=[O:31])[CH2:33][CH2:34]2)[CH2:47][C:46]2[C:41](=[CH:42][CH:43]=[CH:44][CH:45]=2)[NH:40]1. The yield is 0.520.